Dataset: Catalyst prediction with 721,799 reactions and 888 catalyst types from USPTO. Task: Predict which catalyst facilitates the given reaction. (1) Reactant: [PH2](=O)[O-].[NH4+].C[Si](C)(C)N[Si](C)(C)C.[CH3:14][O:15][C:16]1[CH:57]=[CH:56][C:19]([C:20]([O:33][CH2:34][C@H:35]2[O:39][C@@H:38]([N:40]3[CH:47]=[C:46]([CH3:48])[C:44](=[O:45])[NH:43][C:41]3=[O:42])[C@H:37]([O:49][CH2:50][CH2:51][O:52][CH3:53])[C@@H:36]2[CH2:54]I)([C:27]2[CH:32]=[CH:31][CH:30]=[CH:29][CH:28]=2)[C:21]2[CH:26]=[CH:25][CH:24]=[CH:23][CH:22]=2)=[CH:18][CH:17]=1.C(N(C(C)C)CC)(C)C. Product: [CH3:14][O:15][C:16]1[CH:17]=[CH:18][C:19]([C:20]([O:33][CH2:34][C@H:35]2[O:39][C@@H:38]([N:40]3[CH:47]=[C:46]([CH3:48])[C:44](=[O:45])[NH:43][C:41]3=[O:42])[C@H:37]([O:49][CH2:50][CH2:51][O:52][CH3:53])[C@@H:36]2[CH3:54])([C:21]2[CH:22]=[CH:23][CH:24]=[CH:25][CH:26]=2)[C:27]2[CH:32]=[CH:31][CH:30]=[CH:29][CH:28]=2)=[CH:56][CH:57]=1. The catalyst class is: 410. (2) Reactant: [Br:1][C:2]1[CH:7]=[CH:6][C:5]([C:8]2([C:14]3[S:15][CH:16]=[C:17]([CH2:19][OH:20])[N:18]=3)[CH2:13][CH2:12][O:11][CH2:10][CH2:9]2)=[CH:4][CH:3]=1.N1C=CN=C1.[C:26]([Si:30](Cl)([CH3:32])[CH3:31])([CH3:29])([CH3:28])[CH3:27]. Product: [Br:1][C:2]1[CH:7]=[CH:6][C:5]([C:8]2([C:14]3[S:15][CH:16]=[C:17]([CH2:19][O:20][Si:30]([C:26]([CH3:29])([CH3:28])[CH3:27])([CH3:32])[CH3:31])[N:18]=3)[CH2:13][CH2:12][O:11][CH2:10][CH2:9]2)=[CH:4][CH:3]=1. The catalyst class is: 2. (3) Reactant: [CH2:1]([O:3][C:4]([C:6]1[CH:7]=[C:8]2[C:13](=[CH:14][CH:15]=1)[NH:12][CH:11]([C:16]1[CH:21]=[CH:20]C=C(NC(C(O)=O)(C)C)[CH:17]=1)[C:10]([CH3:30])([CH3:29])[CH2:9]2)=[O:5])[CH3:2].Cl.[CH3:32]N.[CH3:34][N:35]([C:37]([O:41]N1N=NC2C=CC=NC1=2)=[N+](C)C)C.F[P-](F)(F)(F)(F)F.C([N:60]([CH2:63][CH3:64])[CH2:61][CH3:62])C. Product: [CH2:1]([O:3][C:4]([C:6]1[CH:7]=[C:8]2[C:13](=[CH:14][CH:15]=1)[NH:12][CH:11]([C:16]1[CH:21]=[CH:20][CH:64]=[C:63]([NH:60][C:61]([CH3:62])([C:37](=[O:41])[NH:35][CH3:34])[CH3:32])[CH:17]=1)[C:10]([CH3:30])([CH3:29])[CH2:9]2)=[O:5])[CH3:2]. The catalyst class is: 4. (4) Product: [F:7][C:8]1[CH:30]=[C:29]([F:31])[CH:28]=[CH:27][C:9]=1[O:10][C:11]1[N:16]=[CH:15][C:14]([NH:17][S:3]([CH2:1][CH3:2])(=[O:5])=[O:4])=[CH:13][C:12]=1[B:18]1[O:22][C:21]([CH3:23])([CH3:24])[C:20]([CH3:25])([CH3:26])[O:19]1. Reactant: [CH2:1]([S:3](Cl)(=[O:5])=[O:4])[CH3:2].[F:7][C:8]1[CH:30]=[C:29]([F:31])[CH:28]=[CH:27][C:9]=1[O:10][C:11]1[N:16]=[CH:15][C:14]([NH2:17])=[CH:13][C:12]=1[B:18]1[O:22][C:21]([CH3:24])([CH3:23])[C:20]([CH3:26])([CH3:25])[O:19]1.N1C=CC=CC=1.O. The catalyst class is: 2. (5) Reactant: F[C:2]1[CH:7]=[CH:6][C:5]([C:8]2[CH:12]=[C:11]([C:13]3[CH:18]=[CH:17][CH:16]=[CH:15][CH:14]=3)[N:10]([CH2:19][C:20]([OH:22])=[O:21])[N:9]=2)=[CH:4][C:3]=1C.CN([C:27]([O:31]N1N=NC2C=CC=CC1=2)=[N+](C)C)C.[B-](F)(F)(F)F.[CH3:46]CN(C(C)C)C(C)C.ClC1C=C(N2CCNCC2)N=CN=1.[OH-:68].[Na+]. Product: [CH3:46][O:68][C:2]1[CH:7]=[CH:6][C:5]([C:8]2[CH:12]=[C:11]([C:13]3[CH:14]=[CH:15][C:16]([O:31][CH3:27])=[CH:17][CH:18]=3)[N:10]([CH2:19][C:20]([OH:22])=[O:21])[N:9]=2)=[CH:4][CH:3]=1. The catalyst class is: 85. (6) Reactant: [OH:1][CH2:2][CH:3]1[C:8](=O)[N:7]2[CH2:10][CH2:11][NH:12][CH2:13][CH:6]2[C:5](=O)[NH:4]1.B.C1COCC1.Cl. Product: [CH2:5]1[NH:4][C@@H:3]([CH2:2][OH:1])[CH2:8][N:7]2[CH2:10][CH2:11][NH:12][CH2:13][CH:6]12. The catalyst class is: 5.